From a dataset of Reaction yield outcomes from USPTO patents with 853,638 reactions. Predict the reaction yield, written as a fraction of the theoretical maximum amount of product (1.0 means a 100% yield; for example, 0.34 means a 34% yield). (1) The reactants are [N:1]1[C:10]2[C:5](=[CH:6][C:7]([CH:11]=O)=[CH:8][CH:9]=2)[N:4]=[CH:3][CH:2]=1.[Br-].[O:14]1CCO[CH:15]1[CH2:19][P+](C1C=CC=CC=1)(C1C=CC=CC=1)C1C=CC=CC=1.COCCOCCN(CCOCCOC)CCOCCOC. The catalyst is ClCCl.C([O-])([O-])=O.[K+].[K+]. The product is [N:1]1[C:10]2[C:5](=[CH:6][C:7]([CH:11]=[CH:19][CH:15]=[O:14])=[CH:8][CH:9]=2)[N:4]=[CH:3][CH:2]=1. The yield is 0.650. (2) The reactants are [NH2:1][C:2]1[CH:3]=[CH:4][CH:5]=[C:6]2[C:10]=1[N:9]([CH2:11][O:12][CH3:13])[C:8]([C:14]([O:16][CH2:17][CH3:18])=[O:15])=[CH:7]2.[Cl:19]N1C(=O)CCC1=O.CN(C)C=O. The catalyst is O. The product is [NH2:1][C:2]1[CH:3]=[CH:4][C:5]([Cl:19])=[C:6]2[C:10]=1[N:9]([CH2:11][O:12][CH3:13])[C:8]([C:14]([O:16][CH2:17][CH3:18])=[O:15])=[CH:7]2. The yield is 0.250.